Dataset: Peptide-MHC class II binding affinity with 134,281 pairs from IEDB. Task: Regression. Given a peptide amino acid sequence and an MHC pseudo amino acid sequence, predict their binding affinity value. This is MHC class II binding data. (1) The peptide sequence is AAFSKLPASTIDELK. The MHC is DRB1_1302 with pseudo-sequence DRB1_1302. The binding affinity (normalized) is 0.664. (2) The peptide sequence is AAATAGTTVYEAFAA. The MHC is HLA-DPA10103-DPB10601 with pseudo-sequence HLA-DPA10103-DPB10601. The binding affinity (normalized) is 0.219. (3) The peptide sequence is IPAKKIIDWKGAN. The MHC is DRB4_0101 with pseudo-sequence DRB4_0103. The binding affinity (normalized) is 0.0487. (4) The binding affinity (normalized) is 0.0607. The MHC is DRB3_0202 with pseudo-sequence DRB3_0202. The peptide sequence is SCFEIKCTKPEACSG. (5) The peptide sequence is VGAATGAATAATGGY. The MHC is DRB1_0101 with pseudo-sequence DRB1_0101. The binding affinity (normalized) is 0.287. (6) The peptide sequence is EKKYWAATQFEPLAA. The MHC is DRB1_1001 with pseudo-sequence DRB1_1001. The binding affinity (normalized) is 0.633.